The task is: Predict the reaction yield, written as a fraction of the theoretical maximum amount of product (1.0 means a 100% yield; for example, 0.34 means a 34% yield).. This data is from Reaction yield outcomes from USPTO patents with 853,638 reactions. (1) The yield is 0.750. The catalyst is CN(C=O)C. The product is [Cl:30][C:13]1[N:11]2[CH:12]=[C:7]([C:5]3[N:6]=[C:2]([NH:1][C:44](=[O:46])[CH3:45])[S:3][CH:4]=3)[CH:8]=[C:9]([C:31]([F:34])([F:33])[F:32])[C:10]2=[N:15][C:14]=1[C:16]([N:18]1[CH2:22][CH2:21][CH:20]([C:23]2[CH:28]=[CH:27][CH:26]=[C:25]([F:29])[CH:24]=2)[CH2:19]1)=[O:17]. The reactants are [NH2:1][C:2]1[S:3][CH:4]=[C:5]([C:7]2[CH:8]=[C:9]([C:31]([F:34])([F:33])[F:32])[C:10]3[N:11]([C:13]([Cl:30])=[C:14]([C:16]([N:18]4[CH2:22][CH2:21][CH:20]([C:23]5[CH:28]=[CH:27][CH:26]=[C:25]([F:29])[CH:24]=5)[CH2:19]4)=[O:17])[N:15]=3)[CH:12]=2)[N:6]=1.C(N(CC)C(C)C)(C)C.[C:44](Cl)(=[O:46])[CH3:45]. (2) The reactants are [Cl:1][C:2]1[CH:3]=[C:4]([C:8]([N:10]=[C:11]=[S:12])=[O:9])[CH:5]=[CH:6][CH:7]=1.[CH3:13][O:14][C:15]1[CH:16]=[C:17]2[C:22](=[CH:23][C:24]=1[O:25][CH3:26])[N:21]=[CH:20][CH:19]=[C:18]2[O:27][C:28]1[CH:34]=[CH:33][C:31]([NH2:32])=[C:30]([CH3:35])[CH:29]=1.C1(C)C=CC=CC=1. The catalyst is C(O)C. The product is [Cl:1][C:2]1[CH:3]=[C:4]([CH:5]=[CH:6][CH:7]=1)[C:8]([NH:10][C:11]([NH:32][C:31]1[CH:33]=[CH:34][C:28]([O:27][C:18]2[C:17]3[C:22](=[CH:23][C:24]([O:25][CH3:26])=[C:15]([O:14][CH3:13])[CH:16]=3)[N:21]=[CH:20][CH:19]=2)=[CH:29][C:30]=1[CH3:35])=[S:12])=[O:9]. The yield is 0.500. (3) The yield is 0.500. The product is [CH:25]([O:38][C:39]1[C:40]2[C:52](=[O:53])[N:51]([CH2:54][C:55]3[CH:60]=[CH:59][C:58]([F:61])=[CH:57][CH:56]=3)[CH2:50][C:41]=2[C:42]([O:49][S:21]([CH2:20][CH2:19][N:10]2[C:9](=[O:8])[C:17]3[C:12](=[CH:13][CH:14]=[CH:15][CH:16]=3)[C:11]2=[O:18])(=[O:22])=[O:23])=[C:43]2[C:48]=1[N:47]=[CH:46][CH:45]=[CH:44]2)([C:26]1[CH:31]=[CH:30][CH:29]=[CH:28][CH:27]=1)[C:32]1[CH:33]=[CH:34][CH:35]=[CH:36][CH:37]=1. The reactants are C(N(CC)CC)C.[O:8]=[C:9]1[C:17]2[C:12](=[CH:13][CH:14]=[CH:15][CH:16]=2)[C:11](=[O:18])[N:10]1[CH2:19][CH2:20][S:21](Cl)(=[O:23])=[O:22].[CH:25]([O:38][C:39]1[C:40]2[C:52](=[O:53])[N:51]([CH2:54][C:55]3[CH:60]=[CH:59][C:58]([F:61])=[CH:57][CH:56]=3)[CH2:50][C:41]=2[C:42]([OH:49])=[C:43]2[C:48]=1[N:47]=[CH:46][CH:45]=[CH:44]2)([C:32]1[CH:37]=[CH:36][CH:35]=[CH:34][CH:33]=1)[C:26]1[CH:31]=[CH:30][CH:29]=[CH:28][CH:27]=1.CCOC(C)=O.CCCCCC. The catalyst is CN(C1C=CN=CC=1)C.CCOC(C)=O. (4) The reactants are [CH2:1]([NH:7][CH2:8][C@@H:9]([OH:26])[C@@H:10]([NH:18][C:19](=[O:25])[O:20][C:21]([CH3:24])([CH3:23])[CH3:22])[CH2:11][C:12]1[CH:17]=[CH:16][CH:15]=[CH:14][CH:13]=1)[CH2:2][CH2:3][CH2:4][CH:5]=[CH2:6].[CH2:27]([O:33][C:34]1[CH:39]=[C:38]([O:40][CH3:41])[CH:37]=[CH:36][C:35]=1[S:42](Cl)(=[O:44])=[O:43])[CH2:28][CH2:29][CH2:30][CH:31]=[CH2:32].N1C=CC=C[CH:47]=1. No catalyst specified. The product is [C:21]([O:20][C:19](=[O:25])[NH:18][C@H:10]([C@H:9]([OH:26])[CH2:8][N:7]([CH2:1][CH2:2][CH2:3][CH2:4][CH:5]=[CH2:6])[S:42]([C:35]1[CH:36]=[CH:37][C:38]([O:40][CH2:41][CH3:47])=[CH:39][C:34]=1[O:33][CH2:27][CH2:28][CH2:29][CH2:30][CH:31]=[CH2:32])(=[O:44])=[O:43])[CH2:11][C:12]1[CH:13]=[CH:14][CH:15]=[CH:16][CH:17]=1)([CH3:22])([CH3:24])[CH3:23]. The yield is 0.840. (5) The reactants are [CH3:1][O:2][C:3]1[CH:4]=[C:5]2[C:10](=[CH:11][C:12]=1[O:13][CH3:14])[N:9]=[CH:8][CH:7]=[C:6]2[O:15][C:16]1[C:22]([CH3:23])=[CH:21][C:19]([NH2:20])=[C:18]([CH3:24])[CH:17]=1.[CH2:25]([N:27]([CH2:30][CH3:31])[CH2:28][CH3:29])[CH3:26].[C:32](Cl)(Cl)=[S:33].[CH2:36]([N:38](CC)CC(N)C)C. The catalyst is CN(C)C=O.C(OCC)(=O)C. The product is [CH3:1][O:2][C:3]1[CH:4]=[C:5]2[C:10](=[CH:11][C:12]=1[O:13][CH3:14])[N:9]=[CH:8][CH:7]=[C:6]2[O:15][C:16]1[C:22]([CH3:23])=[CH:21][C:19]([NH:20][C:32]([NH:38][CH2:36][CH2:26][CH2:25][N:27]([CH2:30][CH3:31])[CH2:28][CH3:29])=[S:33])=[C:18]([CH3:24])[CH:17]=1. The yield is 0.490. (6) The reactants are N(OC(C)(C)C)=O.N[C:9]1[S:10][C:11]2[CH:17]=[C:16]([C:18]([F:21])([F:20])[F:19])[CH:15]=[CH:14][C:12]=2[N:13]=1.[ClH:22]. The catalyst is C(#N)C.[Cu]. The product is [Cl:22][C:9]1[S:10][C:11]2[CH:17]=[C:16]([C:18]([F:21])([F:20])[F:19])[CH:15]=[CH:14][C:12]=2[N:13]=1. The yield is 0.920.